From a dataset of Catalyst prediction with 721,799 reactions and 888 catalyst types from USPTO. Predict which catalyst facilitates the given reaction. (1) Reactant: [CH3:1][N:2]([CH2:9][CH2:10][O:11][C:12]1[CH:25]=[CH:24][C:15]([CH2:16][CH:17]2[S:21][C:20](=[O:22])[NH:19][C:18]2=[O:23])=[CH:14][CH:13]=1)[C:3]1[CH:8]=[CH:7][CH:6]=[CH:5][N:4]=1.[CH3:26][S:27]([OH:30])(=[O:29])=[O:28]. Product: [CH3:26][S:27]([OH:30])(=[O:29])=[O:28].[CH3:1][N:2]([CH2:9][CH2:10][O:11][C:12]1[CH:25]=[CH:24][C:15]([CH2:16][CH:17]2[S:21][C:20](=[O:22])[NH:19][C:18]2=[O:23])=[CH:14][CH:13]=1)[C:3]1[CH:8]=[CH:7][CH:6]=[CH:5][N:4]=1. The catalyst class is: 10. (2) Reactant: [CH3:1][C:2]1[C:3](=[O:13])[C:4]2[C:9]([C:10](=O)[CH:11]=1)=[CH:8][CH:7]=[CH:6][CH:5]=2.[OH:14][C:15]1[CH:24]=[CH:23][C:18]([C:19]([NH:21][NH2:22])=[O:20])=[CH:17][CH:16]=1.C1(C)C=CC(S(O)(=O)=O)=CC=1. Product: [CH3:1][C:2]1[C:3](=[O:13])[C:4]2[C:9](=[CH:8][CH:7]=[CH:6][CH:5]=2)/[C:10](=[N:22]/[NH:21][C:19](=[O:20])[C:18]2[CH:23]=[CH:24][C:15]([OH:14])=[CH:16][CH:17]=2)/[CH:11]=1. The catalyst class is: 11. (3) Reactant: N[C:2]1[CH:9]=[CH:8][C:5]([C:6]#[N:7])=[CH:4][C:3]=1[CH2:10][CH3:11].Cl.N([O-])=O.[Na+].[I-:17].[K+]. Product: [CH2:10]([C:3]1[CH:4]=[C:5]([CH:8]=[CH:9][C:2]=1[I:17])[C:6]#[N:7])[CH3:11]. The catalyst class is: 6.